Dataset: Forward reaction prediction with 1.9M reactions from USPTO patents (1976-2016). Task: Predict the product of the given reaction. (1) Given the reactants C[N:2]([CH2:10][C:11]1[CH:15]=[C:14]([C:16]2[CH:21]=[CH:20][CH:19]=[CH:18][CH:17]=2)[NH:13][CH:12]=1)[C:3](=O)OC(C)(C)C.[H-].[Na+].[C:24]([C:26]1[CH:27]=[C:28]([S:32]([Cl:35])(=[O:34])=[O:33])[CH:29]=[CH:30][CH:31]=1)#[N:25], predict the reaction product. The product is: [ClH:35].[CH3:3][NH:2][CH2:10][C:11]1[CH:15]=[C:14]([C:16]2[CH:17]=[CH:18][CH:19]=[CH:20][CH:21]=2)[N:13]([S:32]([C:28]2[CH:27]=[C:26]([CH:31]=[CH:30][CH:29]=2)[C:24]#[N:25])(=[O:34])=[O:33])[CH:12]=1. (2) Given the reactants [CH2:1]([C:3]1[CH:4]=[N:5][C:6]([N:9]2[CH2:14][CH2:13][N:12]([C:15]3[N:22]=[CH:21][C:20](B4OC(C)(C)C(C)(C)O4)=[CH:19][C:16]=3[C:17]#[N:18])[CH2:11][CH2:10]2)=[N:7][CH:8]=1)[CH3:2].Br[C:33]1[CH:38]=[CH:37][C:36]([N:39]2[C:43](=[O:44])[N:42]([CH:45]([CH3:47])[CH3:46])[N:41]=[CH:40]2)=[C:35]([F:48])[CH:34]=1.C(=O)([O-])[O-].[Na+].[Na+], predict the reaction product. The product is: [CH2:1]([C:3]1[CH:4]=[N:5][C:6]([N:9]2[CH2:10][CH2:11][N:12]([C:15]3[N:22]=[CH:21][C:20]([C:33]4[CH:38]=[CH:37][C:36]([N:39]5[C:43](=[O:44])[N:42]([CH:45]([CH3:46])[CH3:47])[N:41]=[CH:40]5)=[C:35]([F:48])[CH:34]=4)=[CH:19][C:16]=3[C:17]#[N:18])[CH2:13][CH2:14]2)=[N:7][CH:8]=1)[CH3:2]. (3) Given the reactants [CH3:1][C:2]1[NH:3][C:4]2[C:9]([C:10]=1[CH:11]=O)=[CH:8][C:7]([N+:13]([O-:15])=[O:14])=[CH:6][CH:5]=2.Cl.[NH2:17]O.C(OC(=O)C)(=O)C, predict the reaction product. The product is: [CH3:1][C:2]1[NH:3][C:4]2[C:9]([C:10]=1[C:11]#[N:17])=[CH:8][C:7]([N+:13]([O-:15])=[O:14])=[CH:6][CH:5]=2. (4) Given the reactants [CH3:1][O:2][C:3]1[CH:48]=[CH:47][C:6]([CH2:7][N:8]([CH2:38][C:39]2[CH:44]=[CH:43][C:42]([O:45][CH3:46])=[CH:41][CH:40]=2)[C:9]2[N:14]=[CH:13][C:12]([C:15]3[C:16]4[CH2:29][CH2:28][N:27]([C:30]5[CH:37]=[CH:36][C:33]([CH:34]=O)=[CH:32][CH:31]=5)[C:17]=4[N:18]=[C:19]([N:21]4[CH2:26][CH2:25][O:24][CH2:23][CH2:22]4)[N:20]=3)=[CH:11][N:10]=2)=[CH:5][CH:4]=1.[CH3:49][N:50]1[CH2:55][CH2:54][NH:53][CH2:52][CH2:51]1.C(O[BH-](OC(=O)C)OC(=O)C)(=O)C.[Na+].C(O)(=O)C.[Cl-].[NH4+], predict the reaction product. The product is: [CH3:46][O:45][C:42]1[CH:41]=[CH:40][C:39]([CH2:38][N:8]([CH2:7][C:6]2[CH:5]=[CH:4][C:3]([O:2][CH3:1])=[CH:48][CH:47]=2)[C:9]2[N:10]=[CH:11][C:12]([C:15]3[C:16]4[CH2:29][CH2:28][N:27]([C:30]5[CH:37]=[CH:36][C:33]([CH2:34][N:53]6[CH2:54][CH2:55][N:50]([CH3:49])[CH2:51][CH2:52]6)=[CH:32][CH:31]=5)[C:17]=4[N:18]=[C:19]([N:21]4[CH2:26][CH2:25][O:24][CH2:23][CH2:22]4)[N:20]=3)=[CH:13][N:14]=2)=[CH:44][CH:43]=1. (5) Given the reactants [C:1]([C:3]1[CH:8]=[CH:7][C:6]([C:9]2[CH:10]=[N:11][N:12]([C:15]3[CH:23]=[CH:22][C:18]([C:19]([OH:21])=O)=[CH:17][N:16]=3)[C:13]=2[OH:14])=[C:5]([O:24][CH3:25])[CH:4]=1)#[N:2].[CH3:26][O:27][CH2:28][CH2:29][CH2:30][NH2:31], predict the reaction product. The product is: [C:1]([C:3]1[CH:8]=[CH:7][C:6]([C:9]2[CH:10]=[N:11][N:12]([C:15]3[CH:23]=[CH:22][C:18]([C:19]([NH:31][CH2:30][CH2:29][CH2:28][O:27][CH3:26])=[O:21])=[CH:17][N:16]=3)[C:13]=2[OH:14])=[C:5]([O:24][CH3:25])[CH:4]=1)#[N:2]. (6) Given the reactants C(OC([NH:11][C@@H:12]([C:16]([CH3:19])([CH3:18])[CH3:17])[C:13]([OH:15])=O)=O)C1C=CC=CC=1.[NH:20]1[CH2:25][CH2:24][O:23][CH2:22][CH2:21]1.CCN(C(C)C)C(C)C.CN(C(ON1N=NC2C=CC=CC1=2)=[N+](C)C)C.[B-](F)(F)(F)F, predict the reaction product. The product is: [NH2:11][C@@H:12]([C:16]([CH3:17])([CH3:18])[CH3:19])[C:13]([N:20]1[CH2:25][CH2:24][O:23][CH2:22][CH2:21]1)=[O:15]. (7) Given the reactants C[Si](C)(C)[N-][Si](C)(C)C.[Li+].[I-].[CH:12]1([CH2:17][P+](C2C=CC=CC=2)(C2C=CC=CC=2)C2C=CC=CC=2)[CH2:16][CH2:15][CH2:14][CH2:13]1.[Cl:37][C:38]1[CH:39]=[CH:40][C:41]([C:46]([C:48]2[CH:53]=[CH:52][C:51]([S:54][CH3:55])=[CH:50][CH:49]=2)=O)=[N:42][C:43]=1[O:44][CH3:45].O, predict the reaction product. The product is: [Cl:37][C:38]1[C:43]([O:44][CH3:45])=[N:42][C:41](/[C:46](/[C:48]2[CH:53]=[CH:52][C:51]([S:54][CH3:55])=[CH:50][CH:49]=2)=[CH:17]/[CH:12]2[CH2:16][CH2:15][CH2:14][CH2:13]2)=[CH:40][CH:39]=1. (8) Given the reactants [CH2:1]1[CH2:7][S:4](=[O:6])(=[O:5])[O:3][CH2:2]1.[C:8]([NH2:12])([CH3:11])([CH3:10])[CH3:9], predict the reaction product. The product is: [C:8]([NH:12][CH2:2][CH2:1][CH2:7][S:4]([OH:3])(=[O:6])=[O:5])([CH3:11])([CH3:10])[CH3:9].